The task is: Predict which catalyst facilitates the given reaction.. This data is from Catalyst prediction with 721,799 reactions and 888 catalyst types from USPTO. The catalyst class is: 70. Reactant: Br[C:2]1[CH:3]=[CH:4][C:5]2[O:9][C:8]([CH:11]3[CH2:16][CH2:15][N:14]([C:17]4[N:22]=[CH:21][C:20]([CH:23]5[CH2:25][CH2:24]5)=[CH:19][N:18]=4)[CH2:13][CH2:12]3)([CH3:10])[CH2:7][C:6]=2[CH:26]=1.CC1(C)C(C)(C)OB([C:35]2[CH2:40][CH2:39][N:38]([C:41]([O:43][C:44]([CH3:47])([CH3:46])[CH3:45])=[O:42])[CH2:37][CH:36]=2)O1.C([O-])([O-])=O.[K+].[K+]. Product: [CH:23]1([C:20]2[CH:19]=[N:18][C:17]([N:14]3[CH2:15][CH2:16][CH:11]([C:8]4([CH3:10])[CH2:7][C:6]5[CH:26]=[C:2]([C:35]6[CH2:40][CH2:39][N:38]([C:41]([O:43][C:44]([CH3:47])([CH3:46])[CH3:45])=[O:42])[CH2:37][CH:36]=6)[CH:3]=[CH:4][C:5]=5[O:9]4)[CH2:12][CH2:13]3)=[N:22][CH:21]=2)[CH2:25][CH2:24]1.